From a dataset of Catalyst prediction with 721,799 reactions and 888 catalyst types from USPTO. Predict which catalyst facilitates the given reaction. The catalyst class is: 16. Reactant: [CH2:1]([OH:3])[CH3:2].[OH-].[K+].Cl[C:7]1[C:12]([C:13]([F:16])([F:15])[F:14])=[CH:11][C:10]([N+:17]([O-:19])=[O:18])=[CH:9][C:8]=1[C:20]([F:23])([F:22])[F:21]. Product: [CH2:1]([O:3][C:7]1[C:8]([C:20]([F:21])([F:22])[F:23])=[CH:9][C:10]([N+:17]([O-:19])=[O:18])=[CH:11][C:12]=1[C:13]([F:14])([F:15])[F:16])[CH3:2].